Dataset: NCI-60 drug combinations with 297,098 pairs across 59 cell lines. Task: Regression. Given two drug SMILES strings and cell line genomic features, predict the synergy score measuring deviation from expected non-interaction effect. Drug 1: CC1=C(C(CCC1)(C)C)C=CC(=CC=CC(=CC(=O)O)C)C. Cell line: NCI/ADR-RES. Drug 2: C1C(C(OC1N2C=NC3=C2NC=NCC3O)CO)O. Synergy scores: CSS=-1.64, Synergy_ZIP=0.786, Synergy_Bliss=-3.34, Synergy_Loewe=-4.49, Synergy_HSA=-6.06.